From a dataset of Forward reaction prediction with 1.9M reactions from USPTO patents (1976-2016). Predict the product of the given reaction. (1) Given the reactants C(=O)(O)O.[C:5]1([NH:11][C:12]([NH2:14])=[NH:13])[CH:10]=[CH:9][CH:8]=[CH:7][CH:6]=1.CN(C)[CH:17]=[CH:18][C:19]([C:21]1[CH:30]=[CH:29][C:28]2[NH:27][C:26](=[O:31])[C:25]3[NH:32][CH:33]=[CH:34][C:24]=3[C:23]=2[CH:22]=1)=O.[CH2:36]([C:38]([O-:40])=[O:39])[CH3:37], predict the reaction product. The product is: [O:31]=[C:26]1[C:25]2[NH:32][CH:33]=[CH:34][C:24]=2[C:23]2[CH:22]=[C:21]([C:19]3[CH:18]=[CH:17][N:14]=[C:12]([NH:11][C:5]4[CH:10]=[CH:9][CH:8]=[CH:7][CH:6]=4)[N:13]=3)[CH:30]=[CH:29][C:28]=2[NH:27]1.[CH2:36]([C:38]([O-:40])=[O:39])[CH3:37]. (2) Given the reactants [C:1]([CH2:3][CH2:4][NH:5][C:6](=O)[CH2:7][CH2:8][CH2:9][CH2:10][CH2:11][N:12]1[C:17]2=[N:18][C:19]([C:29]3[CH:34]=[CH:33][C:32]([CH3:35])=[CH:31][CH:30]=3)=[C:20]([C:22]3[CH:27]=[CH:26][C:25]([CH3:28])=[CH:24][CH:23]=3)[N:21]=[C:16]2[CH2:15][CH2:14][CH2:13]1)#[N:2].[N-:37]=[N+:38]=[N-:39].[Na+].S(OS(C(F)(F)F)(=O)=O)(C(F)(F)F)(=O)=O, predict the reaction product. The product is: [C:25]1([CH3:28])[CH:26]=[CH:27][C:22]([C:20]2[N:21]=[C:16]3[CH2:15][CH2:14][CH2:13][N:12]([CH2:11][CH2:10][CH2:9][CH2:8][CH2:7][C:6]4[N:5]([CH2:4][CH2:3][C:1]#[N:2])[N:39]=[N:38][N:37]=4)[C:17]3=[N:18][C:19]=2[C:29]2[CH:34]=[CH:33][C:32]([CH3:35])=[CH:31][CH:30]=2)=[CH:23][CH:24]=1.